This data is from Full USPTO retrosynthesis dataset with 1.9M reactions from patents (1976-2016). The task is: Predict the reactants needed to synthesize the given product. (1) Given the product [Cl:1][C:2]1[CH:24]=[CH:23][C:5]([N:6]2[CH2:7][CH2:8][O:21][C@H:11]([C@@H:12]([OH:20])[C:13]([O:15][C:16]([CH3:19])([CH3:18])[CH3:17])=[O:14])[C:10]2=[O:22])=[CH:4][CH:3]=1, predict the reactants needed to synthesize it. The reactants are: [Cl:1][C:2]1[CH:24]=[CH:23][C:5]([N:6]([C:10](=[O:22])[C@H:11]([OH:21])[C@@H:12]([OH:20])[C:13]([O:15][C:16]([CH3:19])([CH3:18])[CH3:17])=[O:14])[CH2:7][CH2:8]Cl)=[CH:4][CH:3]=1.CN(C=O)C. (2) Given the product [Cl:32][C:10]1[C:19]2[C:14](=[CH:15][C:16]([C:20]3[CH:21]=[C:22]([CH:26]=[CH:27][C:28]=3[CH3:29])[C:1]([O:5][CH3:4])=[O:2])=[CH:17][CH:18]=2)[CH:13]=[N:12][N:11]=1, predict the reactants needed to synthesize it. The reactants are: [CH3:1][OH:2].C(Cl)(=O)[C:4](Cl)=[O:5].O[C:10]1[C:19]2[C:14](=[CH:15][C:16]([C:20]3[CH:21]=[C:22]([CH:26]=[CH:27][C:28]=3[CH3:29])C(O)=O)=[CH:17][CH:18]=2)[CH:13]=[N:12][N:11]=1.O=P(Cl)(Cl)[Cl:32]. (3) Given the product [CH3:7][C:8]1[C:12]([C:13]2[N:14]([C:27]3[CH:28]=[CH:29][C:30]([OH:33])=[CH:31][CH:32]=3)[C:15]3[C:20]([C:21]=2[C:22](=[N:36][OH:37])[C:23]([NH2:25])=[O:24])=[CH:19][CH:18]=[CH:17][CH:16]=3)=[C:11]([CH3:34])[O:10][N:9]=1, predict the reactants needed to synthesize it. The reactants are: N1C=CC=CC=1.[CH3:7][C:8]1[C:12]([C:13]2[N:14]([C:27]3[CH:32]=[CH:31][C:30]([OH:33])=[CH:29][CH:28]=3)[C:15]3[C:20]([C:21]=2[C:22](=O)[C:23]([NH2:25])=[O:24])=[CH:19][CH:18]=[CH:17][CH:16]=3)=[C:11]([CH3:34])[O:10][N:9]=1.Cl.[NH2:36][OH:37]. (4) Given the product [CH2:1]([O:3][C:4](=[O:18])[CH2:5][CH2:6][C@@H:7]([NH:10][C:11]([O:13][C:14]([CH3:17])([CH3:16])[CH3:15])=[O:12])[CH:8]=[O:9])[CH3:2], predict the reactants needed to synthesize it. The reactants are: [CH2:1]([O:3][C:4](=[O:18])[CH2:5][CH2:6][C@@H:7]([NH:10][C:11]([O:13][C:14]([CH3:17])([CH3:16])[CH3:15])=[O:12])[CH2:8][OH:9])[CH3:2].C(N(CC)CC)C.CS(C)=O.Cl. (5) The reactants are: [OH:1][B:2]1[C:6]2[CH:7]=[C:8]([O:11][C:12]3[CH:19]=[CH:18][C:15]([C:16]#[N:17])=[CH:14][N:13]=3)[CH:9]=[CH:10][C:5]=2[CH2:4][O:3]1.[O:20]1CCOCC1.[OH-].[Na+].Cl. Given the product [OH:1][B:2]1[C:6]2[CH:7]=[C:8]([O:11][C:12]3[CH:19]=[CH:18][C:15]([C:16]([NH2:17])=[O:20])=[CH:14][N:13]=3)[CH:9]=[CH:10][C:5]=2[CH2:4][O:3]1, predict the reactants needed to synthesize it. (6) Given the product [CH:24]1([CH2:27][N:28]2[CH2:32][CH2:31][N:30]([C:33]3[S:34][C:35]([C:39]([NH2:7])=[O:40])=[C:36]([CH3:38])[N:37]=3)[C:29]2=[O:42])[CH2:26][CH2:25]1, predict the reactants needed to synthesize it. The reactants are: FC1C=CC(C[N:7]2C(=O)N(C3SC(C(O)=O)=C(C)N=3)C=N2)=CC=1.[CH:24]1([CH2:27][N:28]2[CH2:32][CH2:31][N:30]([C:33]3[S:34][C:35]([C:39](O)=[O:40])=[C:36]([CH3:38])[N:37]=3)[C:29]2=[O:42])[CH2:26][CH2:25]1.